Dataset: CYP2D6 inhibition data for predicting drug metabolism from PubChem BioAssay. Task: Regression/Classification. Given a drug SMILES string, predict its absorption, distribution, metabolism, or excretion properties. Task type varies by dataset: regression for continuous measurements (e.g., permeability, clearance, half-life) or binary classification for categorical outcomes (e.g., BBB penetration, CYP inhibition). Dataset: cyp2d6_veith. (1) The drug is COC(=O)N1CCC2(CCCN(c3cccc(-c4ccccc4)c3)C2)CC1. The result is 0 (non-inhibitor). (2) The molecule is O=C(Cn1cccc1)NC1CCCCCC1. The result is 0 (non-inhibitor).